Task: Predict the reactants needed to synthesize the given product.. Dataset: Full USPTO retrosynthesis dataset with 1.9M reactions from patents (1976-2016) (1) Given the product [Cl-:2].[Cl-:7].[Cl:7][C:8]1[CH:9]=[CH:10][C:11]([C:12]([C:14]2[CH:19]=[CH:18][CH:17]=[CH:16][CH:15]=2)=[O:13])=[CH:20][CH:21]=1, predict the reactants needed to synthesize it. The reactants are: P(Cl)(Cl)(Cl)(Cl)[Cl:2].[Cl:7][C:8]1[CH:21]=[CH:20][C:11]([C:12]([C:14]2[CH:19]=[CH:18][CH:17]=[CH:16][CH:15]=2)=[O:13])=[CH:10][CH:9]=1. (2) Given the product [CH3:14][O:15][C:5](=[O:7])[CH2:4][O:3][CH2:2][C:1]([O:9][CH3:10])=[O:8], predict the reactants needed to synthesize it. The reactants are: [C:1]([OH:9])(=[O:8])[CH2:2][O:3][CH2:4][C:5]([OH:7])=O.[CH3:10]S(C)=O.[CH3:14][OH:15]. (3) Given the product [NH2:61][C:59](=[O:60])[CH2:58][N:57]([CH3:56])[C:22]([C:19]1[CH:20]=[C:21]2[C:16]([C:15]3([CH2:25][CH2:26]3)[CH2:14][N:13]2[C:10]2[N:9]=[CH:8][C:7]([C:2]3[CH:3]=[CH:4][CH:5]=[CH:6][N:1]=3)=[CH:12][N:11]=2)=[CH:17][CH:18]=1)=[O:24], predict the reactants needed to synthesize it. The reactants are: [N:1]1[CH:6]=[CH:5][CH:4]=[CH:3][C:2]=1[C:7]1[CH:8]=[N:9][C:10]([N:13]2[C:21]3[C:16](=[CH:17][CH:18]=[C:19]([C:22]([OH:24])=O)[CH:20]=3)[C:15]3([CH2:26][CH2:25]3)[CH2:14]2)=[N:11][CH:12]=1.CN(C(ON1N=NC2C=CC=CC1=2)=[N+](C)C)C.[B-](F)(F)(F)F.CN1CCOCC1.[CH3:56][NH:57][CH2:58][C:59]([NH2:61])=[O:60]. (4) Given the product [CH3:9][C:8]1[CH:7]=[CH:6][C:5]([C:10]2[CH:14]=[CH:13][N:12]([C:15]3[CH:20]=[CH:19][CH:18]=[C:17]([C:21]([F:24])([F:23])[F:22])[CH:16]=3)[N:11]=2)=[CH:4][C:3]=1[C:27](=[O:31])[C:28]([O:33][CH3:34])=[O:29], predict the reactants needed to synthesize it. The reactants are: [Mg].Br[C:3]1[CH:4]=[C:5]([C:10]2[CH:14]=[CH:13][N:12]([C:15]3[CH:20]=[CH:19][CH:18]=[C:17]([C:21]([F:24])([F:23])[F:22])[CH:16]=3)[N:11]=2)[CH:6]=[CH:7][C:8]=1[CH3:9].II.[C:27](Cl)(=[O:31])[C:28](Cl)=[O:29].[O:33]1CCC[CH2:34]1. (5) Given the product [OH:3][CH2:4][CH:5]([NH:16][C:17](=[O:19])[CH3:18])[CH2:6][C:7]1[C:11]2=[N:12][CH:13]=[CH:14][CH:15]=[C:10]2[NH:9][CH:8]=1, predict the reactants needed to synthesize it. The reactants are: C([O:3][C:4](=O)[CH:5]([NH:16][C:17](=[O:19])[CH3:18])[CH2:6][C:7]1[C:11]2=[N:12][CH:13]=[CH:14][CH:15]=[C:10]2[NH:9][CH:8]=1)C.[Li+].[BH4-].OS([O-])(=O)=O.[K+]. (6) The reactants are: [Cl:1][C:2]1[C:10]2[NH:9][C:8](=O)[N:7]([CH2:12][CH2:13][CH2:14][C:15]([O:17][CH2:18][CH3:19])=[O:16])[C:6]=2[C:5]([CH:20]([CH2:23][CH3:24])[CH2:21][CH3:22])=[CH:4][CH:3]=1.P(Cl)(Cl)([Cl:27])=O. Given the product [Cl:27][C:8]1[N:7]([CH2:12][CH2:13][CH2:14][C:15]([O:17][CH2:18][CH3:19])=[O:16])[C:6]2[C:5]([CH:20]([CH2:23][CH3:24])[CH2:21][CH3:22])=[CH:4][CH:3]=[C:2]([Cl:1])[C:10]=2[N:9]=1, predict the reactants needed to synthesize it. (7) The reactants are: [C:1]1([N:7]2[CH2:12][CH2:11][CH2:10][C@@H:9]([NH:13]C(=O)OC(C)(C)C)[CH2:8]2)[CH:6]=[CH:5][CH:4]=[CH:3][CH:2]=1.[ClH:21]. Given the product [C:1]1([N:7]2[CH2:12][CH2:11][CH2:10][C@@H:9]([NH2:13])[CH2:8]2)[CH:6]=[CH:5][CH:4]=[CH:3][CH:2]=1.[ClH:21], predict the reactants needed to synthesize it.